This data is from Peptide-MHC class II binding affinity with 134,281 pairs from IEDB. The task is: Regression. Given a peptide amino acid sequence and an MHC pseudo amino acid sequence, predict their binding affinity value. This is MHC class II binding data. (1) The peptide sequence is NEMKINRQILDNA. The MHC is DRB1_0401 with pseudo-sequence DRB1_0401. The binding affinity (normalized) is 0.0119. (2) The peptide sequence is AASVLLTLVALAGYA. The MHC is HLA-DQA10401-DQB10402 with pseudo-sequence HLA-DQA10401-DQB10402. The binding affinity (normalized) is 0.257. (3) The peptide sequence is KELLNRIQVDSSNPLSEKEK. The MHC is DRB1_0301 with pseudo-sequence DRB1_0301. The binding affinity (normalized) is 1.00.